Dataset: Blood-brain barrier permeability classification from the B3DB database. Task: Regression/Classification. Given a drug SMILES string, predict its absorption, distribution, metabolism, or excretion properties. Task type varies by dataset: regression for continuous measurements (e.g., permeability, clearance, half-life) or binary classification for categorical outcomes (e.g., BBB penetration, CYP inhibition). Dataset: b3db_classification. (1) The drug is C#C[C@@]1(O)CC[C@@H]2[C@@H]3CCc4cc(O)ccc4[C@@H]3CC[C@@]21C. The result is 1 (penetrates BBB). (2) The molecule is C#CCN(C)[C@@H](C)Cc1ccccc1. The result is 1 (penetrates BBB). (3) The molecule is CO/N=C(/C(=O)N[C@@H]1C(=O)N2C(C(=O)OC(C)OC(C)=O)=C(COC(N)=O)CS[C@H]12)c1ccco1. The result is 0 (does not penetrate BBB). (4) The drug is Cc1ncc(COC(=O)CCC(=O)OCCN(C)C)c(CO)c1O. The result is 1 (penetrates BBB).